This data is from Forward reaction prediction with 1.9M reactions from USPTO patents (1976-2016). The task is: Predict the product of the given reaction. (1) Given the reactants [CH:1]1([CH:7]([C:18]2[CH:22]=[C:21]([C:23]3[CH:28]=[CH:27][N:26]=[CH:25][CH:24]=3)[O:20][C:19]=2[CH3:29])[O:8][C:9]2[CH:17]=[CH:16][C:12]([C:13](O)=[O:14])=[CH:11][CH:10]=2)[CH2:6][CH2:5][CH2:4][CH2:3][CH2:2]1.[CH3:30][NH:31][CH2:32][CH2:33][C:34]([O:36]CC)=[O:35].Cl.C(N=C=NCCCN(C)C)C.O.OC1C2N=NNC=2C=CC=1, predict the reaction product. The product is: [CH:1]1([CH:7]([C:18]2[CH:22]=[C:21]([C:23]3[CH:28]=[CH:27][N:26]=[CH:25][CH:24]=3)[O:20][C:19]=2[CH3:29])[O:8][C:9]2[CH:10]=[CH:11][C:12]([C:13]([N:31]([CH3:30])[CH2:32][CH2:33][C:34]([OH:36])=[O:35])=[O:14])=[CH:16][CH:17]=2)[CH2:6][CH2:5][CH2:4][CH2:3][CH2:2]1. (2) Given the reactants [CH2:1]([OH:8])[C:2]1[CH:7]=[CH:6][CH:5]=[CH:4][CH:3]=1.Cl.ClC(Cl)C.[F:14][C:15]([F:68])([F:67])[C:16]1[CH:17]=[C:18]([C@@H:26]([N:28]([CH2:42][C:43]2[CH:48]=[C:47]([C:49]([F:52])([F:51])[F:50])[CH:46]=[CH:45][C:44]=2[N:53]([CH2:56][C@H:57]2[CH2:62][CH2:61][C@H:60]([CH2:63][C:64](O)=[O:65])[CH2:59][CH2:58]2)[CH2:54][CH3:55])[C:29]2[N:34]=[CH:33][C:32]([O:35][CH2:36][CH2:37][S:38]([CH3:41])(=O)=O)=[CH:31][N:30]=2)[CH3:27])[CH:19]=[C:20]([C:22]([F:25])([F:24])[F:23])[CH:21]=1.FC(F)(F)C1C=C(C(N(CC2C=C(C(F)(F)F)C=CC=2N(C[C@H]2CC[C@H](CC(O)=O)CC2)CC)C2N=CC(OCCSC)=CN=2)C)C=C(C(F)(F)F)C=1, predict the reaction product. The product is: [CH2:1]([O:8][C:64](=[O:65])[CH2:63][C@H:60]1[CH2:59][CH2:58][C@H:57]([CH2:56][N:53]([C:44]2[CH:45]=[CH:46][C:47]([C:49]([F:52])([F:51])[F:50])=[CH:48][C:43]=2[CH2:42][N:28]([CH:26]([C:18]2[CH:17]=[C:16]([C:15]([F:67])([F:14])[F:68])[CH:21]=[C:20]([C:22]([F:23])([F:24])[F:25])[CH:19]=2)[CH3:27])[C:29]2[N:34]=[CH:33][C:32]([O:35][CH2:36][CH2:37][S:38][CH3:41])=[CH:31][N:30]=2)[CH2:54][CH3:55])[CH2:62][CH2:61]1)[C:2]1[CH:7]=[CH:6][CH:5]=[CH:4][CH:3]=1. (3) Given the reactants [F:1][C:2]1[CH:3]=[C:4]2[C:8](=[CH:9][CH:10]=1)[N:7]([S:11]([CH3:14])(=[O:13])=[O:12])[CH:6]=[C:5]2[C:15]([O:17]C(C)(C)C)=[O:16].Cl, predict the reaction product. The product is: [F:1][C:2]1[CH:3]=[C:4]2[C:8](=[CH:9][CH:10]=1)[N:7]([S:11]([CH3:14])(=[O:13])=[O:12])[CH:6]=[C:5]2[C:15]([OH:17])=[O:16].